This data is from Reaction yield outcomes from USPTO patents with 853,638 reactions. The task is: Predict the reaction yield, written as a fraction of the theoretical maximum amount of product (1.0 means a 100% yield; for example, 0.34 means a 34% yield). The reactants are Cl[CH2:2][C:3]([NH:5][C:6]1[CH:11]=[C:10]([C:12]2[N:13]([CH2:25][CH3:26])[C:14]3[C:19]([C:20]=2[C:21]#[N:22])=[CH:18][CH:17]=[C:16]([O:23][CH3:24])[CH:15]=3)[CH:9]=[CH:8][C:7]=1[OH:27])=[O:4].C([O-])([O-])=O.[K+].[K+]. The catalyst is CN(C=O)C. The product is [CH2:25]([N:13]1[C:14]2[C:19](=[CH:18][CH:17]=[C:16]([O:23][CH3:24])[CH:15]=2)[C:20]([C:21]#[N:22])=[C:12]1[C:10]1[CH:9]=[CH:8][C:7]2[O:27][CH2:2][C:3](=[O:4])[NH:5][C:6]=2[CH:11]=1)[CH3:26]. The yield is 0.900.